This data is from TCR-epitope binding with 47,182 pairs between 192 epitopes and 23,139 TCRs. The task is: Binary Classification. Given a T-cell receptor sequence (or CDR3 region) and an epitope sequence, predict whether binding occurs between them. (1) The epitope is KMQRMLLEK. The TCR CDR3 sequence is CAINDPDRVRSDTQYF. Result: 0 (the TCR does not bind to the epitope). (2) Result: 0 (the TCR does not bind to the epitope). The epitope is AVFDRKSDAK. The TCR CDR3 sequence is CASSVGGSNQPQHF.